Dataset: Full USPTO retrosynthesis dataset with 1.9M reactions from patents (1976-2016). Task: Predict the reactants needed to synthesize the given product. (1) The reactants are: [CH3:1][C:2]([C:4]1[CH:9]=[CH:8][C:7]([N+:10]([O-:12])=[O:11])=[CH:6][CH:5]=1)=[O:3].[Br:13][C:14]1[CH:21]=[CH:20][C:17]([CH:18]=O)=[CH:16][CH:15]=1.[OH-].[K+]. Given the product [Br:13][C:14]1[CH:21]=[CH:20][C:17]([CH:18]=[CH:1][C:2]([C:4]2[CH:5]=[CH:6][C:7]([N+:10]([O-:12])=[O:11])=[CH:8][CH:9]=2)=[O:3])=[CH:16][CH:15]=1, predict the reactants needed to synthesize it. (2) Given the product [CH2:4]([S:6]([C:9]1[CH:10]=[C:11]([C:15]2[C:20]3[C:21]4[CH:27]=[C:26]([CH3:28])[CH:25]=[N:24][C:22]=4[NH:23][C:19]=3[C:18]([CH2:2][CH2:1][SH:3])=[N:17][CH:16]=2)[CH:12]=[CH:13][CH:14]=1)(=[O:8])=[O:7])[CH3:5], predict the reactants needed to synthesize it. The reactants are: [CH2:1]([SH:3])[CH3:2].[CH2:4]([S:6]([C:9]1[CH:10]=[C:11]([C:15]2[C:20]3[C:21]4[CH:27]=[C:26]([CH3:28])[CH:25]=[N:24][C:22]=4[NH:23][C:19]=3[C:18](NCCCN(C)C)=[N:17][CH:16]=2)[CH:12]=[CH:13][CH:14]=1)(=[O:8])=[O:7])[CH3:5].